Dataset: Forward reaction prediction with 1.9M reactions from USPTO patents (1976-2016). Task: Predict the product of the given reaction. (1) Given the reactants [Cl:1][C:2]1[CH:7]=[CH:6][C:5]([CH:8]([C:27]2[CH:32]=[CH:31][C:30]([Cl:33])=[CH:29][CH:28]=2)[N:9]2[CH2:12][C:11](=[CH:13][S:14]([CH2:17][C:18]3[CH:19]=[C:20]([CH:24]=[CH:25][CH:26]=3)[C:21](O)=[O:22])(=[O:16])=[O:15])[CH2:10]2)=[CH:4][CH:3]=1.Cl.[CH3:35][O:36][C:37]([CH:39]1[CH2:44][CH2:43][CH:42]([CH2:45][NH2:46])[CH2:41][CH2:40]1)=[O:38], predict the reaction product. The product is: [CH3:35][O:36][C:37]([CH:39]1[CH2:44][CH2:43][CH:42]([CH2:45][NH:46][C:21](=[O:22])[C:20]2[CH:24]=[CH:25][CH:26]=[C:18]([CH2:17][S:14]([CH:13]=[C:11]3[CH2:12][N:9]([CH:8]([C:5]4[CH:4]=[CH:3][C:2]([Cl:1])=[CH:7][CH:6]=4)[C:27]4[CH:32]=[CH:31][C:30]([Cl:33])=[CH:29][CH:28]=4)[CH2:10]3)(=[O:16])=[O:15])[CH:19]=2)[CH2:41][CH2:40]1)=[O:38]. (2) Given the reactants [NH2:1][CH:2]([C:4]1[N:9]=[C:8]2[CH:10]=[CH:11][N:12]([CH3:13])[C:7]2=[CH:6][C:5]=1[N:14]1[CH2:19][CH2:18][C:17]([CH3:21])([OH:20])[CH2:16][CH2:15]1)[CH3:3].[NH2:22][C:23]1[N:28]=[C:27]([NH2:29])[C:26]([C:30]#[N:31])=[C:25](Cl)[N:24]=1.CCN(CC)CC, predict the reaction product. The product is: [NH2:22][C:23]1[N:28]=[C:27]([NH2:29])[C:26]([C:30]#[N:31])=[C:25]([NH:1][CH:2]([C:4]2[N:9]=[C:8]3[CH:10]=[CH:11][N:12]([CH3:13])[C:7]3=[CH:6][C:5]=2[N:14]2[CH2:15][CH2:16][C:17]([OH:20])([CH3:21])[CH2:18][CH2:19]2)[CH3:3])[N:24]=1.